Dataset: Full USPTO retrosynthesis dataset with 1.9M reactions from patents (1976-2016). Task: Predict the reactants needed to synthesize the given product. Given the product [NH:8]1[CH2:11][CH:10]([N:12]2[CH2:17][CH2:16][N:15]([CH2:18][CH3:19])[CH2:14][CH2:13]2)[CH2:9]1, predict the reactants needed to synthesize it. The reactants are: C1(C(C2C=CC=CC=2)[N:8]2[CH2:11][CH:10]([N:12]3[CH2:17][CH2:16][N:15]([CH2:18][CH3:19])[CH2:14][CH2:13]3)[CH2:9]2)C=CC=CC=1.